From a dataset of Full USPTO retrosynthesis dataset with 1.9M reactions from patents (1976-2016). Predict the reactants needed to synthesize the given product. (1) Given the product [BrH:16].[Br:32][C:28]1[CH:27]=[C:26]([C:21]2[C:20]([C:18]3[N:14]=[C:13]([CH:9]4[CH2:10][CH2:11][CH2:12][NH:8]4)[S:15][CH:17]=3)=[C:24]([CH3:25])[O:23][N:22]=2)[CH:31]=[CH:30][CH:29]=1, predict the reactants needed to synthesize it. The reactants are: C(OC([N:8]1[CH2:12][CH2:11][CH2:10][CH:9]1[C:13](=[S:15])[NH2:14])=O)(C)(C)C.[Br:16][CH2:17][C:18]([C:20]1[C:21]([C:26]2[CH:31]=[CH:30][CH:29]=[C:28]([Br:32])[CH:27]=2)=[N:22][O:23][C:24]=1[CH3:25])=O. (2) Given the product [F:1][C:2]1([C:6]2[C:7]([O:15][CH2:16][C:17]([F:20])([F:19])[F:18])=[CH:8][C:9]([C:12]([NH:34][C:27]([C:24]3[N:23]=[C:22]([CH3:21])[O:26][N:25]=3)([CH3:33])[CH2:28][S:29]([CH3:32])(=[O:31])=[O:30])=[O:14])=[N:10][CH:11]=2)[CH2:3][O:4][CH2:5]1, predict the reactants needed to synthesize it. The reactants are: [F:1][C:2]1([C:6]2[C:7]([O:15][CH2:16][C:17]([F:20])([F:19])[F:18])=[CH:8][C:9]([C:12]([OH:14])=O)=[N:10][CH:11]=2)[CH2:5][O:4][CH2:3]1.[CH3:21][C:22]1[O:26][N:25]=[C:24]([C:27]([NH2:34])([CH3:33])[CH2:28][S:29]([CH3:32])(=[O:31])=[O:30])[N:23]=1.Br.